Task: Predict the product of the given reaction.. Dataset: Forward reaction prediction with 1.9M reactions from USPTO patents (1976-2016) (1) Given the reactants [CH3:1][C:2]([O:9][C:10]1[CH:15]=[CH:14][C:13]([CH2:16][CH2:17][NH:18][CH2:19][C:20]2[CH:25]=[CH:24][C:23]([C:26]([F:29])([F:28])[F:27])=[CH:22][CH:21]=2)=[CH:12][CH:11]=1)([CH3:8])[C:3]([O:5][CH2:6][CH3:7])=[O:4].Br[C:31]1[N:36]=[CH:35][C:34]([Br:37])=[CH:33][N:32]=1.CCN(C(C)C)C(C)C, predict the reaction product. The product is: [Br:37][C:34]1[CH:33]=[N:32][C:31]([N:18]([CH2:19][C:20]2[CH:21]=[CH:22][C:23]([C:26]([F:27])([F:28])[F:29])=[CH:24][CH:25]=2)[CH2:17][CH2:16][C:13]2[CH:14]=[CH:15][C:10]([O:9][C:2]([CH3:1])([CH3:8])[C:3]([O:5][CH2:6][CH3:7])=[O:4])=[CH:11][CH:12]=2)=[N:36][CH:35]=1. (2) Given the reactants [CH3:1][C:2]1([CH3:15])[O:11][C:10]2[C:5](=[CH:6][C:7]([C:12]#[N:13])=[CH:8][CH:9]=2)[CH:4]2[O:14][CH:3]12.[NH2:16][C:17]1[CH:26]=[C:25]([OH:27])[C:24]2[C:19](=[CH:20][CH:21]=[CH:22][CH:23]=2)[N:18]=1, predict the reaction product. The product is: [NH2:16][C:17]1[CH:26]=[C:25]([O:27][CH:4]2[C:5]3[C:10](=[CH:9][CH:8]=[C:7]([C:12]#[N:13])[CH:6]=3)[O:11][C:2]([CH3:1])([CH3:15])[CH:3]2[OH:14])[C:24]2[C:19](=[CH:20][CH:21]=[CH:22][CH:23]=2)[N:18]=1. (3) Given the reactants [CH2:1]([O:3][C:4](=[O:35])[NH:5][C:6]1[N:15]([CH2:16][C:17]2[CH:22]=[CH:21][C:20]([O:23][CH2:24][C:25]3[CH:30]=[CH:29][C:28]([O:31][CH3:32])=[CH:27][CH:26]=3)=[C:19]([O:33][CH3:34])[CH:18]=2)[C:9]2=[N:10][CH:11]=[C:12](I)[CH:13]=[C:8]2[N:7]=1)[CH3:2].[CH3:36][N:37]1[CH:41]=[C:40](B2OC(C)(C)C(C)(C)O2)[CH:39]=[N:38]1, predict the reaction product. The product is: [CH2:1]([O:3][C:4](=[O:35])[NH:5][C:6]1[N:15]([CH2:16][C:17]2[CH:22]=[CH:21][C:20]([O:23][CH2:24][C:25]3[CH:30]=[CH:29][C:28]([O:31][CH3:32])=[CH:27][CH:26]=3)=[C:19]([O:33][CH3:34])[CH:18]=2)[C:9]2=[N:10][CH:11]=[C:12]([C:40]3[CH:39]=[N:38][N:37]([CH3:36])[CH:41]=3)[CH:13]=[C:8]2[N:7]=1)[CH3:2]. (4) Given the reactants OC([C:5]1([OH:26])[C:21]2([CH3:22])[CH:8]([CH:9]3[CH:18]([CH:19]([OH:23])[CH2:20]2)[C:17]2([CH3:24])[C:12](=[CH:13][C:14](=[O:25])[CH2:15][CH2:16]2)[CH2:11][CH2:10]3)[CH2:7][CH2:6]1)CO.I([O-])(=O)(=O)=O.[Na+], predict the reaction product. The product is: [OH:23][CH:19]1[CH:18]2[CH:9]([CH2:10][CH2:11][C:12]3[C:17]2([CH3:24])[CH2:16][CH2:15][C:14](=[O:25])[CH:13]=3)[CH:8]2[C:21]([CH3:22])([C:5](=[O:26])[CH2:6][CH2:7]2)[CH2:20]1. (5) Given the reactants [Cl:1][C:2]1[C:31]([Cl:32])=[CH:30][C:5]2[N:6]=[C:7]([C:9]3[N:10](S(C4C=CC(C)=CC=4)(=O)=O)[C:11]4[C:16]([CH:17]=3)=[CH:15][C:14]([CH:18]=[O:19])=[CH:13][CH:12]=4)[NH:8][C:4]=2[CH:3]=1.C(N(C(C)C)CC)(C)C.[CH3:42][O:43][CH2:44]Cl.O, predict the reaction product. The product is: [Cl:32][C:31]1[C:2]([Cl:1])=[CH:3][C:4]2[N:8]([CH2:42][O:43][CH3:44])[C:7]([C:9]3[NH:10][C:11]4[C:16]([CH:17]=3)=[CH:15][C:14]([CH:18]=[O:19])=[CH:13][CH:12]=4)=[N:6][C:5]=2[CH:30]=1. (6) Given the reactants [F:1][C:2]([F:13])([F:12])[C:3]1[CH:8]=[CH:7][C:6]([C:9](=O)[CH3:10])=[CH:5][CH:4]=1.Cl.[Cl:15][C:16]1[CH:28]=[C:27]([O:29][CH2:30][CH:31]=[C:32]([Cl:34])[Cl:33])[CH:26]=[C:25]([Cl:35])[C:17]=1[O:18][CH2:19][CH2:20][CH2:21][CH2:22][O:23][NH2:24].C(O)(=O)CC(CC(O)=O)(C(O)=O)O, predict the reaction product. The product is: [Cl:15][C:16]1[CH:28]=[C:27]([O:29][CH2:30][CH:31]=[C:32]([Cl:34])[Cl:33])[CH:26]=[C:25]([Cl:35])[C:17]=1[O:18][CH2:19][CH2:20][CH2:21][CH2:22][O:23][N:24]=[C:9]([C:6]1[CH:7]=[CH:8][C:3]([C:2]([F:13])([F:12])[F:1])=[CH:4][CH:5]=1)[CH3:10].